From a dataset of Full USPTO retrosynthesis dataset with 1.9M reactions from patents (1976-2016). Predict the reactants needed to synthesize the given product. (1) Given the product [CH2:7]([N:9]1[C:13]([CH2:14][C:15]([O:17][CH3:18])=[O:16])=[C:12]([I:1])[C:11]([CH3:19])=[N:10]1)[CH3:8], predict the reactants needed to synthesize it. The reactants are: [I:1]I.I(O)(=O)=O.[CH2:7]([N:9]1[C:13]([CH2:14][C:15]([O:17][CH3:18])=[O:16])=[CH:12][C:11]([CH3:19])=[N:10]1)[CH3:8].S([O-])([O-])(=O)=S.[Na+].[Na+]. (2) Given the product [N+:25]([C:22]1[CH:21]=[CH:20][C:19]([O:18][C:17]([N:14]2[CH2:15][CH2:16][N:11]([C:8]3[CH:9]=[CH:10][N:5]4[N:4]=[CH:3][C:2]([Br:1])=[C:6]4[N:7]=3)[CH2:12][CH2:13]2)=[O:28])=[CH:24][CH:23]=1)([O-:27])=[O:26], predict the reactants needed to synthesize it. The reactants are: [Br:1][C:2]1[CH:3]=[N:4][N:5]2[CH:10]=[CH:9][C:8]([N:11]3[CH2:16][CH2:15][NH:14][CH2:13][CH2:12]3)=[N:7][C:6]=12.[C:17](Cl)(=[O:28])[O:18][C:19]1[CH:24]=[CH:23][C:22]([N+:25]([O-:27])=[O:26])=[CH:21][CH:20]=1. (3) Given the product [Cl:1][C:2]1[CH:3]=[N:4][C:5]2[N:6]([N:8]=[C:9]([C:11]([N:26]3[CH2:25][CH2:24][N:23]4[C:19]([C:15]5[O:14][CH:18]=[CH:17][CH:16]=5)=[CH:20][CH:21]=[C:22]4[CH2:27]3)=[O:13])[CH:10]=2)[CH:7]=1, predict the reactants needed to synthesize it. The reactants are: [Cl:1][C:2]1[CH:3]=[N:4][C:5]2[N:6]([N:8]=[C:9]([C:11]([OH:13])=O)[CH:10]=2)[CH:7]=1.[O:14]1[CH:18]=[CH:17][CH:16]=[C:15]1[C:19]1[N:23]2[CH2:24][CH2:25][NH:26][CH2:27][C:22]2=[CH:21][CH:20]=1. (4) Given the product [CH2:1]([C@H:8]([NH:21][C:22]([C@@H:24]([NH:34][C:35]([C@@H:37]([NH:39][C:40]([C:42]1[CH:46]=[C:45]([CH3:47])[O:44][N:43]=1)=[O:41])[CH3:38])=[O:36])[CH2:25][C:26]1[CH:27]=[CH:28][C:29]([O:32][CH3:33])=[CH:30][CH:31]=1)=[O:23])[C:9]([C:11](=[O:20])[NH:12][CH2:13][C:14]1[CH:15]=[CH:16][CH:17]=[CH:18][CH:19]=1)=[O:10])[C:2]1[CH:7]=[CH:6][CH:5]=[CH:4][CH:3]=1, predict the reactants needed to synthesize it. The reactants are: [CH2:1]([C@H:8]([NH:21][C:22]([C@@H:24]([NH:34][C:35]([C@@H:37]([NH:39][C:40]([C:42]1[CH:46]=[C:45]([CH3:47])[O:44][N:43]=1)=[O:41])[CH3:38])=[O:36])[CH2:25][C:26]1[CH:31]=[CH:30][C:29]([O:32][CH3:33])=[CH:28][CH:27]=1)=[O:23])[CH:9]([C:11](=[O:20])[NH:12][CH2:13][C:14]1[CH:19]=[CH:18][CH:17]=[CH:16][CH:15]=1)[OH:10])[C:2]1[CH:7]=[CH:6][CH:5]=[CH:4][CH:3]=1.CC(OI1(OC(C)=O)(OC(C)=O)OC(=O)C2C=CC=CC1=2)=O. (5) The reactants are: [CH3:1][C:2]1([CH3:13])[C@H:7]2[CH2:8][C@@H:3]1[CH2:4][CH2:5][C@H:6]2[CH2:9][C:10](Cl)=[O:11].[NH2:14][N:15]1[C:24](=[O:25])[C:23]2[C:18](=[CH:19][CH:20]=[CH:21][CH:22]=2)[N:17]=[C:16]1[C:26]([F:29])([F:28])[F:27]. Given the product [CH3:1][C:2]1([CH3:13])[C@H:7]2[CH2:8][C@@H:3]1[CH2:4][CH2:5][C@H:6]2[CH2:9][C:10]([NH:14][N:15]1[C:24](=[O:25])[C:23]2[C:18](=[CH:19][CH:20]=[CH:21][CH:22]=2)[N:17]=[C:16]1[C:26]([F:28])([F:27])[F:29])=[O:11], predict the reactants needed to synthesize it. (6) Given the product [Cl:1][C:2]1[C:3]([N+:10]([O-:12])=[O:11])=[CH:4][C:5]([CH3:9])=[C:6]([CH:8]=1)[C:19]#[N:20], predict the reactants needed to synthesize it. The reactants are: [Cl:1][C:2]1[C:3]([N+:10]([O-:12])=[O:11])=[CH:4][C:5]([CH3:9])=[C:6]([CH:8]=1)N.Cl.N([O-])=O.[Na+].[Cu](C#N)[C:19]#[N:20].[C-]#N.[Na+]. (7) Given the product [CH2:28]([NH:30][CH2:2]/[CH:3]=[CH:4]/[C@H:5]1[CH2:10][CH2:9][C@H:8]([CH2:11][CH2:12][N:13]([CH3:27])[S:14]([C:17]2[CH:22]=[CH:21][C:20]([C:23]([F:26])([F:25])[F:24])=[CH:19][CH:18]=2)(=[O:16])=[O:15])[CH2:7][CH2:6]1)[CH3:29], predict the reactants needed to synthesize it. The reactants are: Cl[CH2:2]/[CH:3]=[CH:4]/[C@H:5]1[CH2:10][CH2:9][C@H:8]([CH2:11][CH2:12][N:13]([CH3:27])[S:14]([C:17]2[CH:22]=[CH:21][C:20]([C:23]([F:26])([F:25])[F:24])=[CH:19][CH:18]=2)(=[O:16])=[O:15])[CH2:7][CH2:6]1.[CH2:28]([NH2:30])[CH3:29].